From a dataset of Forward reaction prediction with 1.9M reactions from USPTO patents (1976-2016). Predict the product of the given reaction. (1) Given the reactants [Cl:1][C:2]1[CH:3]=[C:4]2[C:9](=[CH:10][CH:11]=1)[CH:8]=[C:7]([S:12]([CH2:15][CH2:16][C:17]([N:19]1[CH2:24][CH2:23][NH:22][CH2:21][CH2:20]1)=[O:18])(=[O:14])=[O:13])[CH:6]=[CH:5]2.Cl.Cl[CH2:27][C:28]1[N:29]=[C:30]([NH2:33])[S:31][CH:32]=1.C(=O)([O-])[O-].[K+].[K+], predict the reaction product. The product is: [Cl:1][C:2]1[CH:3]=[C:4]2[C:9](=[CH:10][CH:11]=1)[CH:8]=[C:7]([S:12]([CH2:15][CH2:16][C:17]([N:19]1[CH2:20][CH2:21][N:22]([CH2:27][C:28]3[N:29]=[C:30]([NH2:33])[S:31][CH:32]=3)[CH2:23][CH2:24]1)=[O:18])(=[O:14])=[O:13])[CH:6]=[CH:5]2. (2) The product is: [OH2:14].[ClH:32].[Br:26][C:27]1[CH:28]=[C:29]([CH:33]=[CH:34][CH:35]=1)[C:30]([NH:25][C:20]1[C:19]([NH:18][NH:17][C:15]([O:14][CH2:13][CH:10]2[CH2:9][CH2:8][N:7]([C:4]3[CH:5]=[CH:6][N:1]=[CH:2][CH:3]=3)[CH2:12][CH2:11]2)=[O:16])=[CH:24][CH:23]=[CH:22][CH:21]=1)=[O:31]. Given the reactants [N:1]1[CH:6]=[CH:5][C:4]([N:7]2[CH2:12][CH2:11][CH:10]([CH2:13][O:14][C:15]([NH:17][NH:18][C:19]3[C:20]([NH2:25])=[CH:21][CH:22]=[CH:23][CH:24]=3)=[O:16])[CH2:9][CH2:8]2)=[CH:3][CH:2]=1.[Br:26][C:27]1[CH:28]=[C:29]([CH:33]=[CH:34][CH:35]=1)[C:30]([Cl:32])=[O:31], predict the reaction product. (3) Given the reactants O[C:2]1[O:6][N:5]=[C:4]([C:7]2[CH:12]=[CH:11][CH:10]=[CH:9][CH:8]=2)[C:3]=1[C:13]1[CH:18]=[CH:17][C:16]([S:19][CH3:20])=[CH:15][CH:14]=1.O=P(Cl)(Cl)[Cl:23], predict the reaction product. The product is: [Cl:23][C:2]1[O:6][N:5]=[C:4]([C:7]2[CH:12]=[CH:11][CH:10]=[CH:9][CH:8]=2)[C:3]=1[C:13]1[CH:18]=[CH:17][C:16]([S:19][CH3:20])=[CH:15][CH:14]=1.